Task: Regression. Given two drug SMILES strings and cell line genomic features, predict the synergy score measuring deviation from expected non-interaction effect.. Dataset: NCI-60 drug combinations with 297,098 pairs across 59 cell lines (1) Drug 1: CC1C(C(=O)NC(C(=O)N2CCCC2C(=O)N(CC(=O)N(C(C(=O)O1)C(C)C)C)C)C(C)C)NC(=O)C3=C4C(=C(C=C3)C)OC5=C(C(=O)C(=C(C5=N4)C(=O)NC6C(OC(=O)C(N(C(=O)CN(C(=O)C7CCCN7C(=O)C(NC6=O)C(C)C)C)C)C(C)C)C)N)C. Drug 2: CC1CCC2CC(C(=CC=CC=CC(CC(C(=O)C(C(C(=CC(C(=O)CC(OC(=O)C3CCCCN3C(=O)C(=O)C1(O2)O)C(C)CC4CCC(C(C4)OC)O)C)C)O)OC)C)C)C)OC. Cell line: HCC-2998. Synergy scores: CSS=12.1, Synergy_ZIP=10.3, Synergy_Bliss=11.1, Synergy_Loewe=11.4, Synergy_HSA=9.44. (2) Drug 1: CCN(CC)CCNC(=O)C1=C(NC(=C1C)C=C2C3=C(C=CC(=C3)F)NC2=O)C. Drug 2: C1CN(CCN1C(=O)CCBr)C(=O)CCBr. Cell line: NCI-H322M. Synergy scores: CSS=-2.65, Synergy_ZIP=2.96, Synergy_Bliss=2.50, Synergy_Loewe=0.211, Synergy_HSA=-0.679. (3) Drug 1: CC1=C2C(C(=O)C3(C(CC4C(C3C(C(C2(C)C)(CC1OC(=O)C(C(C5=CC=CC=C5)NC(=O)OC(C)(C)C)O)O)OC(=O)C6=CC=CC=C6)(CO4)OC(=O)C)OC)C)OC. Drug 2: CCCCC(=O)OCC(=O)C1(CC(C2=C(C1)C(=C3C(=C2O)C(=O)C4=C(C3=O)C=CC=C4OC)O)OC5CC(C(C(O5)C)O)NC(=O)C(F)(F)F)O. Cell line: HT29. Synergy scores: CSS=87.0, Synergy_ZIP=28.7, Synergy_Bliss=28.3, Synergy_Loewe=0.833, Synergy_HSA=27.3. (4) Drug 1: C1=NC2=C(N=C(N=C2N1C3C(C(C(O3)CO)O)F)Cl)N. Drug 2: C1=CN(C=N1)CC(O)(P(=O)(O)O)P(=O)(O)O. Cell line: MALME-3M. Synergy scores: CSS=1.12, Synergy_ZIP=0.968, Synergy_Bliss=-0.376, Synergy_Loewe=-5.55, Synergy_HSA=-3.54. (5) Drug 2: CC(C)CN1C=NC2=C1C3=CC=CC=C3N=C2N. Drug 1: CCCS(=O)(=O)NC1=C(C(=C(C=C1)F)C(=O)C2=CNC3=C2C=C(C=N3)C4=CC=C(C=C4)Cl)F. Synergy scores: CSS=-4.60, Synergy_ZIP=1.22, Synergy_Bliss=-3.70, Synergy_Loewe=-6.24, Synergy_HSA=-5.77. Cell line: MDA-MB-231.